From a dataset of Buchwald-Hartwig C-N cross coupling reaction yields with 55,370 reactions. Predict the reaction yield, written as a fraction of the theoretical maximum amount of product (1.0 means a 100% yield; for example, 0.34 means a 34% yield). (1) The yield is 0.470. No catalyst specified. The product is Cc1ccc(Nc2cccnc2)cc1. The reactants are Brc1cccnc1.Cc1ccc(N)cc1.O=S(=O)(O[Pd]1c2ccccc2-c2ccccc2N~1)C(F)(F)F.CC(C)c1cc(C(C)C)c(-c2ccccc2P(C(C)(C)C)C(C)(C)C)c(C(C)C)c1.CN(C)C(=NC(C)(C)C)N(C)C.c1ccc2oncc2c1. (2) The yield is 0.681. The product is CCc1ccc(Nc2ccc(C)cc2)cc1. The reactants are CCc1ccc(Br)cc1.Cc1ccc(N)cc1.O=S(=O)(O[Pd]1c2ccccc2-c2ccccc2N~1)C(F)(F)F.COc1ccc(OC)c(P(C(C)(C)C)C(C)(C)C)c1-c1c(C(C)C)cc(C(C)C)cc1C(C)C.CN(C)C(=NC(C)(C)C)N(C)C.CCOC(=O)c1cc(C)on1. No catalyst specified. (3) No catalyst specified. The reactants are FC(F)(F)c1ccc(Br)cc1.Cc1ccc(N)cc1.O=S(=O)(O[Pd]1c2ccccc2-c2ccccc2N~1)C(F)(F)F.CC(C)c1cc(C(C)C)c(-c2ccccc2P(C2CCCCC2)C2CCCCC2)c(C(C)C)c1.CN1CCCN2CCCN=C12.CCOC(=O)c1cc(OC)no1. The product is Cc1ccc(Nc2ccc(C(F)(F)F)cc2)cc1. The yield is 0.225. (4) No catalyst specified. The yield is 0.447. The product is COc1ccc(Nc2ccc(C)cc2)cc1. The reactants are COc1ccc(Br)cc1.Cc1ccc(N)cc1.O=S(=O)(O[Pd]1c2ccccc2-c2ccccc2N~1)C(F)(F)F.COc1ccc(OC)c(P(C(C)(C)C)C(C)(C)C)c1-c1c(C(C)C)cc(C(C)C)cc1C(C)C.CCN=P(N=P(N(C)C)(N(C)C)N(C)C)(N(C)C)N(C)C.Cc1ccon1.